This data is from Reaction yield outcomes from USPTO patents with 853,638 reactions. The task is: Predict the reaction yield, written as a fraction of the theoretical maximum amount of product (1.0 means a 100% yield; for example, 0.34 means a 34% yield). The reactants are Br[C:2]1[CH:9]=[CH:8][C:5]([CH:6]=[O:7])=[CH:4][CH:3]=1.[CH3:10][N:11]([CH3:20])[C:12]1[CH:17]=[CH:16][C:15]([CH:18]=[CH2:19])=[CH:14][CH:13]=1. The catalyst is CC([O-])=O.CC([O-])=O.[Pd+2].C1(C)C=CC=CC=1P(C1C=CC=CC=1C)C1C=CC=CC=1C. The product is [CH3:20][N:11]([CH3:10])[C:12]1[CH:17]=[CH:16][C:15](/[CH:18]=[CH:19]/[C:2]2[CH:9]=[CH:8][C:5]([CH:6]=[O:7])=[CH:4][CH:3]=2)=[CH:14][CH:13]=1. The yield is 0.920.